The task is: Regression. Given two drug SMILES strings and cell line genomic features, predict the synergy score measuring deviation from expected non-interaction effect.. This data is from NCI-60 drug combinations with 297,098 pairs across 59 cell lines. Drug 1: CN1C2=C(C=C(C=C2)N(CCCl)CCCl)N=C1CCCC(=O)O.Cl. Drug 2: CC(C)NC(=O)C1=CC=C(C=C1)CNNC.Cl. Cell line: UACC-257. Synergy scores: CSS=-0.734, Synergy_ZIP=1.86, Synergy_Bliss=0.856, Synergy_Loewe=-2.33, Synergy_HSA=-1.79.